Dataset: Merck oncology drug combination screen with 23,052 pairs across 39 cell lines. Task: Regression. Given two drug SMILES strings and cell line genomic features, predict the synergy score measuring deviation from expected non-interaction effect. (1) Drug 1: CC(=O)OC1C(=O)C2(C)C(O)CC3OCC3(OC(C)=O)C2C(OC(=O)c2ccccc2)C2(O)CC(OC(=O)C(O)C(NC(=O)c3ccccc3)c3ccccc3)C(C)=C1C2(C)C. Drug 2: Cc1nc(Nc2ncc(C(=O)Nc3c(C)cccc3Cl)s2)cc(N2CCN(CCO)CC2)n1. Cell line: OVCAR3. Synergy scores: synergy=40.3. (2) Drug 1: C=CCn1c(=O)c2cnc(Nc3ccc(N4CCN(C)CC4)cc3)nc2n1-c1cccc(C(C)(C)O)n1. Drug 2: NC(=O)c1cccc2cn(-c3ccc(C4CCCNC4)cc3)nc12. Cell line: COLO320DM. Synergy scores: synergy=-1.65. (3) Drug 1: CCN(CC)CCNC(=O)c1c(C)[nH]c(C=C2C(=O)Nc3ccc(F)cc32)c1C. Drug 2: CNC(=O)c1cc(Oc2ccc(NC(=O)Nc3ccc(Cl)c(C(F)(F)F)c3)cc2)ccn1. Cell line: SKOV3. Synergy scores: synergy=-6.11. (4) Drug 1: CN1C(=O)C=CC2(C)C3CCC4(C)C(NC(=O)OCC(F)(F)F)CCC4C3CCC12. Drug 2: C#Cc1cccc(Nc2ncnc3cc(OCCOC)c(OCCOC)cc23)c1. Cell line: LNCAP. Synergy scores: synergy=7.98. (5) Drug 1: O=C(CCCCCCC(=O)Nc1ccccc1)NO. Drug 2: CC(C)CC(NC(=O)C(Cc1ccccc1)NC(=O)c1cnccn1)B(O)O. Cell line: HT144. Synergy scores: synergy=4.11. (6) Synergy scores: synergy=6.30. Cell line: SW620. Drug 2: CC1(c2nc3c(C(N)=O)cccc3[nH]2)CCCN1. Drug 1: CCN(CC)CCNC(=O)c1c(C)[nH]c(C=C2C(=O)Nc3ccc(F)cc32)c1C. (7) Drug 1: N#Cc1ccc(Cn2cncc2CN2CCN(c3cccc(Cl)c3)C(=O)C2)cc1. Drug 2: O=C(O)C1(Cc2cccc(Nc3nccs3)n2)CCC(Oc2cccc(Cl)c2F)CC1. Cell line: COLO320DM. Synergy scores: synergy=-44.6. (8) Drug 1: O=C(O)C1(Cc2cccc(Nc3nccs3)n2)CCC(Oc2cccc(Cl)c2F)CC1. Drug 2: O=C(NOCC(O)CO)c1ccc(F)c(F)c1Nc1ccc(I)cc1F. Cell line: MDAMB436. Synergy scores: synergy=5.23.